From a dataset of TCR-epitope binding with 47,182 pairs between 192 epitopes and 23,139 TCRs. Binary Classification. Given a T-cell receptor sequence (or CDR3 region) and an epitope sequence, predict whether binding occurs between them. (1) The TCR CDR3 sequence is CASSLAISATDTQYF. Result: 1 (the TCR binds to the epitope). The epitope is YFPLQSYGF. (2) Result: 0 (the TCR does not bind to the epitope). The epitope is TPGPGVRYPL. The TCR CDR3 sequence is CASSPRTGPNYGYTF. (3) The epitope is IVTDFSVIK. The TCR CDR3 sequence is CASSLEGRVYSDTQYF. Result: 1 (the TCR binds to the epitope). (4) The epitope is FPPTSFGPL. The TCR CDR3 sequence is CASSEAYGTGYGYTF. Result: 1 (the TCR binds to the epitope). (5) The TCR CDR3 sequence is CASSSGIGTLTYEQYF. Result: 0 (the TCR does not bind to the epitope). The epitope is NLVPMVATV. (6) The epitope is SSNVANYQK. The TCR CDR3 sequence is CASSGGLAGTYEQYF. Result: 0 (the TCR does not bind to the epitope).